Dataset: Reaction yield outcomes from USPTO patents with 853,638 reactions. Task: Predict the reaction yield, written as a fraction of the theoretical maximum amount of product (1.0 means a 100% yield; for example, 0.34 means a 34% yield). (1) The reactants are [Cl-].[CH2:2]([O:4][C:5]([CH2:7][C:8](=O)[CH2:9][CH:10]1[C:19]2[C:14](=[CH:15][C:16]([O:22][CH3:23])=[C:17]([O:20][CH3:21])[CH:18]=2)[CH2:13][CH2:12][NH2+:11]1)=[O:6])[CH3:3].C([O-])(=O)C.[Na+].C=O.C([O-])(=O)C.[NH4+:36].[CH3:37]O. No catalyst specified. The product is [CH2:2]([O:4][C:5]([C:7]1[CH2:37][N:11]2[CH2:12][CH2:13][C:14]3[C:19]([CH:10]2[CH2:9][C:8]=1[NH2:36])=[CH:18][C:17]([O:20][CH3:21])=[C:16]([O:22][CH3:23])[CH:15]=3)=[O:6])[CH3:3]. The yield is 0.730. (2) The reactants are C[O:2][C:3](=O)[C@@H:4]([O:11][Si:12]([C:25]([CH3:28])([CH3:27])[CH3:26])([C:19]1[CH:24]=[CH:23][CH:22]=[CH:21][CH:20]=1)[C:13]1[CH:18]=[CH:17][CH:16]=[CH:15][CH:14]=1)[CH2:5][CH2:6][C:7](OC)=[O:8].[BH4-].[Li+].CO. The catalyst is CCOCC.Cl. The product is [Si:12]([O:11][C@@H:4]([CH2:5][CH2:6][CH2:7][OH:8])[CH2:3][OH:2])([C:25]([CH3:28])([CH3:27])[CH3:26])([C:19]1[CH:24]=[CH:23][CH:22]=[CH:21][CH:20]=1)[C:13]1[CH:14]=[CH:15][CH:16]=[CH:17][CH:18]=1. The yield is 0.930. (3) The reactants are [OH:1][C:2]1[N:7]=[C:6]([CH3:8])[CH:5]=[C:4]([CH3:9])[N:3]=1.[Br:10]N1C(=O)CCC1=O. The catalyst is CN(C)C=O. The product is [Br:10][C:5]1[C:4]([CH3:9])=[N:3][C:2]([OH:1])=[N:7][C:6]=1[CH3:8]. The yield is 0.540. (4) The reactants are Br[C:2]1[CH:3]=[CH:4][C:5]2[CH:9]=[C:8]([C:10]3[C:15]([Cl:16])=[CH:14][N:13]=[C:12]([NH:17][CH2:18][CH2:19][CH2:20][N:21]4[CH2:26][CH2:25][N:24]([CH3:27])[CH2:23][CH2:22]4)[N:11]=3)[S:7][C:6]=2[CH:28]=1.[N:29]1[CH:34]=[CH:33][CH:32]=[CH:31][C:30]=1[NH2:35].CC1(C)C2C(=C(P(C3C=CC=CC=3)C3C=CC=CC=3)C=CC=2)OC2C(P(C3C=CC=CC=3)C3C=CC=CC=3)=CC=CC1=2.C(=O)([O-])[O-].[Cs+].[Cs+]. The yield is 0.330. The catalyst is C1C=CC(/C=C/C(/C=C/C2C=CC=CC=2)=O)=CC=1.C1C=CC(/C=C/C(/C=C/C2C=CC=CC=2)=O)=CC=1.C1C=CC(/C=C/C(/C=C/C2C=CC=CC=2)=O)=CC=1.[Pd].[Pd].C(#N)C. The product is [Cl:16][C:15]1[C:10]([C:8]2[S:7][C:6]3[CH:28]=[C:2]([NH:35][C:30]4[CH:31]=[CH:32][CH:33]=[CH:34][N:29]=4)[CH:3]=[CH:4][C:5]=3[CH:9]=2)=[N:11][C:12]([NH:17][CH2:18][CH2:19][CH2:20][N:21]2[CH2:26][CH2:25][N:24]([CH3:27])[CH2:23][CH2:22]2)=[N:13][CH:14]=1. (5) The reactants are [CH2:1]1[CH2:10][O:9][C:8]2[CH:7]=[CH:6][C:5]([NH:11][C:12]3[C:17]([F:18])=[CH:16][N:15]=[C:14]([NH:19][C:20]4[CH:25]=[CH:24][CH:23]=[C:22](O)[CH:21]=4)[N:13]=3)=[CH:4][C:3]=2[O:2]1.ClC1N=C(NC2C=CC3OCCOC=3C=2)C(F)=CN=1.[CH2:46]([N:53]1[CH2:58][CH2:57][N:56](C2C=CC(N)=CC=2)[CH2:55][CH2:54]1)[C:47]1[CH:52]=[CH:51][CH:50]=[CH:49][CH:48]=1. No catalyst specified. The product is [CH2:46]([N:53]1[CH2:58][CH2:57][N:56]([C:23]2[CH:22]=[CH:21][C:20]([NH:19][C:14]3[N:13]=[C:12]([NH:11][C:5]4[CH:6]=[CH:7][C:8]5[O:9][CH2:10][CH2:1][O:2][C:3]=5[CH:4]=4)[C:17]([F:18])=[CH:16][N:15]=3)=[CH:25][CH:24]=2)[CH2:55][CH2:54]1)[C:47]1[CH:48]=[CH:49][CH:50]=[CH:51][CH:52]=1. The yield is 0.330. (6) The reactants are [CH3:1][O:2][C:3](=[O:20])[C:4]1[CH:9]=[C:8]([N+:10]([O-])=O)[CH:7]=[C:6]([C:13]2[CH:18]=[CH:17][C:16]([CH3:19])=[CH:15][N:14]=2)[CH:5]=1.Cl[Sn]Cl. The catalyst is CO.C(OCC)(=O)C. The product is [CH3:1][O:2][C:3](=[O:20])[C:4]1[CH:5]=[C:6]([C:13]2[CH:18]=[CH:17][C:16]([CH3:19])=[CH:15][N:14]=2)[CH:7]=[C:8]([NH2:10])[CH:9]=1. The yield is 0.900. (7) The reactants are Br[CH2:2][C:3]1[NH:8][C:7]([C:9]2[CH:14]=[N:13][CH:12]=[CH:11][N:10]=2)=[N:6][CH:5]([C:15]2[CH:20]=[CH:19][C:18]([F:21])=[CH:17][C:16]=2[Cl:22])[C:4]=1[C:23]([O:25][CH2:26][CH3:27])=[O:24].[NH:28]1[CH2:33][CH2:32][O:31][CH2:30][CH:29]1[C:34]([OH:36])=[O:35]. No catalyst specified. The product is [Cl:22][C:16]1[CH:17]=[C:18]([F:21])[CH:19]=[CH:20][C:15]=1[CH:5]1[N:6]=[C:7]([C:9]2[CH:14]=[N:13][CH:12]=[CH:11][N:10]=2)[NH:8][C:3]([CH2:2][N:28]2[CH2:33][CH2:32][O:31][CH2:30][CH:29]2[C:34]([OH:36])=[O:35])=[C:4]1[C:23]([O:25][CH2:26][CH3:27])=[O:24]. The yield is 0.290.